Dataset: Forward reaction prediction with 1.9M reactions from USPTO patents (1976-2016). Task: Predict the product of the given reaction. (1) The product is: [Cl:31][C:11]1[C:10]([CH:24]([O:28][CH2:29][CH3:30])[O:25][CH2:26][CH3:27])=[N:9][C:8]([C:5]2[CH:6]=[CH:7][C:2]([Cl:1])=[CH:3][CH:4]=2)=[C:13]([F:14])[C:12]=1[N:15]=[C:16]1[CH:21]=[CH:20][C:19](=[O:22])[CH:18]=[CH:17]1. Given the reactants [Cl:1][C:2]1[CH:7]=[CH:6][C:5]([C:8]2[C:13]([F:14])=[C:12]([NH:15][C:16]3[CH:21]=[CH:20][C:19]([O:22]C)=[CH:18][CH:17]=3)[CH:11]=[C:10]([CH:24]([O:28][CH2:29][CH3:30])[O:25][CH2:26][CH3:27])[N:9]=2)=[CH:4][CH:3]=1.[Cl:31]N1C(C)(C)C(=O)N(Cl)C1=O, predict the reaction product. (2) Given the reactants [CH3:1][N:2]1[CH:6]=[C:5]([C:7]2[C:12]3[C:13](=[O:16])[NH:14][CH2:15][C:11]=3[CH:10]=[C:9]([NH:17][C@@H:18]3[CH2:23][CH2:22][CH2:21][CH2:20][C@@H:19]3[NH:24][C:25](=[O:31])[O:26][C:27]([CH3:30])([CH3:29])[CH3:28])[N:8]=2)[CH:4]=[N:3]1.[B-](F)(F)(F)[F:33].[B-](F)(F)(F)F.C1[N+]2(CCl)CC[N+](F)(CC2)C1.CO.O, predict the reaction product. The product is: [F:33][C:10]1[C:11]2[CH2:15][NH:14][C:13](=[O:16])[C:12]=2[C:7]([C:5]2[CH:4]=[N:3][N:2]([CH3:1])[CH:6]=2)=[N:8][C:9]=1[NH:17][C@@H:18]1[CH2:23][CH2:22][CH2:21][CH2:20][C@@H:19]1[NH:24][C:25](=[O:31])[O:26][C:27]([CH3:28])([CH3:30])[CH3:29].